Dataset: Catalyst prediction with 721,799 reactions and 888 catalyst types from USPTO. Task: Predict which catalyst facilitates the given reaction. (1) The catalyst class is: 6. Product: [CH2:1]1[CH2:2][CH2:3][C:4]([CH2:11][NH2:12])([CH2:7][C:8]([OH:10])=[O:9])[CH2:5][CH2:6]1. Reactant: [CH2:1]1[CH2:6][CH2:5][C:4]([CH2:11][NH2:12])([CH2:7][C:8]([OH:10])=[O:9])[CH2:3][CH2:2]1.Br.C(N(CCCC)CCCC)CCC. (2) Reactant: C([Si](C)(C)[O:6][C@H:7]1[CH2:12][CH2:11][CH2:10][C@H:9]([O:13][C:14]2[CH:20]=[C:19]([F:21])[CH:18]=[CH:17][C:15]=2[NH2:16])[CH2:8]1)(C)(C)C. Product: [NH2:16][C:15]1[CH:17]=[CH:18][C:19]([F:21])=[CH:20][C:14]=1[O:13][C@H:9]1[CH2:10][CH2:11][CH2:12][C@H:7]([OH:6])[CH2:8]1. The catalyst class is: 209.